This data is from Reaction yield outcomes from USPTO patents with 853,638 reactions. The task is: Predict the reaction yield, written as a fraction of the theoretical maximum amount of product (1.0 means a 100% yield; for example, 0.34 means a 34% yield). (1) The reactants are [CH:1]([C:3]1[CH:4]=[C:5]2[C:9](=[CH:10][CH:11]=1)[NH:8][CH:7]=[CH:6]2)=[CH2:2].[C:12](O[C:12]([O:14][C:15]([CH3:18])([CH3:17])[CH3:16])=[O:13])([O:14][C:15]([CH3:18])([CH3:17])[CH3:16])=[O:13]. The catalyst is C(#N)C.CN(C1C=CN=CC=1)C.C(Cl)Cl. The product is [C:15]([O:14][C:12]([N:8]1[C:9]2[C:5](=[CH:4][C:3]([CH:1]=[CH2:2])=[CH:11][CH:10]=2)[CH:6]=[CH:7]1)=[O:13])([CH3:18])([CH3:17])[CH3:16]. The yield is 0.590. (2) The reactants are [N:1]1[C:10]2[NH:9][CH2:8][CH2:7][CH2:6][C:5]=2[CH:4]=[CH:3][C:2]=1[CH2:11][CH2:12][C:13]#[N:14].O.[SH2:16].[Na].Cl.C(NCC)C. The catalyst is CN(C=O)C.O. The product is [N:1]1[C:10]2[NH:9][CH2:8][CH2:7][CH2:6][C:5]=2[CH:4]=[CH:3][C:2]=1[CH2:11][CH2:12][C:13](=[S:16])[NH2:14]. The yield is 0.890. (3) The yield is 0.700. No catalyst specified. The reactants are [CH2:1]([O:3][CH:4]([O:17][CH2:18][CH3:19])[C:5]1[O:6][C:7]2[CH:13]=[C:12]([C:14]([OH:16])=O)[CH:11]=[CH:10][C:8]=2[CH:9]=1)[CH3:2].[ClH:20].Cl.[NH2:22][C@@H:23]1[CH:28]2[CH2:29][CH2:30][N:25]([CH2:26][CH2:27]2)[CH2:24]1. The product is [ClH:20].[N:25]12[CH2:30][CH2:29][CH:28]([CH2:27][CH2:26]1)[C@@H:23]([NH:22][C:14]([C:12]1[CH:11]=[CH:10][C:8]3[CH:9]=[C:5]([CH:4]([O:3][CH2:1][CH3:2])[O:17][CH2:18][CH3:19])[O:6][C:7]=3[CH:13]=1)=[O:16])[CH2:24]2. (4) The reactants are [Br:1][C:2]1[C:3](Cl)=[N:4][C:5]([Cl:8])=[N:6][CH:7]=1.[NH2:10][C:11]1[CH:15]=[C:14]([CH3:16])[NH:13][N:12]=1.C(N(CC)C(C)C)(C)C. The catalyst is C(O)CCC. The product is [Br:1][C:2]1[C:3]([NH:10][C:11]2[CH:15]=[C:14]([CH3:16])[NH:13][N:12]=2)=[N:4][C:5]([Cl:8])=[N:6][CH:7]=1. The yield is 0.850. (5) The reactants are [CH:1]([Si:4]([CH:15](C)C)([CH:12](C)C)[C:5]1[CH2:10][CH:9]=[C:8]([CH3:11])[CH2:7][CH:6]=1)(C)C. The catalyst is O.O.O.[Ru](Cl)(Cl)Cl.COCCO. The product is [CH3:1][Si:4]([CH3:12])([CH3:15])[C:5]1[CH:10]=[CH:9][C:8]([CH3:11])=[CH:7][CH:6]=1. The yield is 0.730. (6) The reactants are [C:1]([O:5][C:6]([C@H:8]([NH:13][CH2:14][CH2:15][NH:16][CH2:17][C:18]1[N:23]=[C:22]([C:24]([O:26][CH3:27])=[O:25])[CH:21]=[CH:20][CH:19]=1)[C:9]([CH3:12])([CH3:11])[CH3:10])=[O:7])([CH3:4])([CH3:3])[CH3:2].[C:28](=O)(ON1C(=O)CCC1=O)[O:29]N1C(=O)CCC1=O.C(N(CC)CC)C. The catalyst is ClCCCl.ClC(Cl)C. The product is [C:1]([O:5][C:6]([C@@H:8]([N:13]1[CH2:14][CH2:15][N:16]([CH2:17][C:18]2[N:23]=[C:22]([C:24]([O:26][CH3:27])=[O:25])[CH:21]=[CH:20][CH:19]=2)[C:28]1=[O:29])[C:9]([CH3:12])([CH3:11])[CH3:10])=[O:7])([CH3:2])([CH3:3])[CH3:4]. The yield is 0.980.